The task is: Predict the reactants needed to synthesize the given product.. This data is from Retrosynthesis with 50K atom-mapped reactions and 10 reaction types from USPTO. (1) Given the product CCNC(=O)NC1(c2ncc(-c3c(Cl)cnc4[nH]c(-c5cnn(C)c5)cc34)s2)CCC1, predict the reactants needed to synthesize it. The reactants are: CCN=C=O.Cn1cc(-c2cc3c(-c4cnc(C5(N)CCC5)s4)c(Cl)cnc3[nH]2)cn1. (2) Given the product FC(F)(F)c1ccc2c(c1)CC(CN1CCNCC1)O2, predict the reactants needed to synthesize it. The reactants are: C1CNCCN1.FC(F)(F)c1ccc2c(c1)CC(CI)O2. (3) Given the product CCN1C[C@H](NC(=O)c2cc([N+](=O)[O-])c(Sc3c(Cl)cncc3Cl)s2)[C@@H](OC)C1, predict the reactants needed to synthesize it. The reactants are: CCN1C[C@H](N)[C@@H](OC)C1.O=C(O)c1cc([N+](=O)[O-])c(Sc2c(Cl)cncc2Cl)s1. (4) Given the product CCCCCCOc1ccc(-c2cnc(-c3ccc(CCCCCC)cc3)s2)cc1F, predict the reactants needed to synthesize it. The reactants are: CCCCCCI.CCCCCCc1ccc(-c2ncc(-c3ccc(O)c(F)c3)s2)cc1. (5) Given the product CC(=O)Nc1nc(CCc2ccc(CCNC(N)=O)cc2)cs1, predict the reactants needed to synthesize it. The reactants are: CC(=O)Nc1nc(CCc2ccc(CCN)cc2)cs1.C[Si](C)(C)N=C=O.